From a dataset of Full USPTO retrosynthesis dataset with 1.9M reactions from patents (1976-2016). Predict the reactants needed to synthesize the given product. Given the product [C:1]([O:62][CH:56]([C:45]1[C:44]([CH3:63])=[CH:43][C:42]2[C:47](=[CH:48][C:39]([Cl:38])=[CH:40][CH:41]=2)[C:46]=1[C:49]1[CH:50]=[CH:51][C:52]([Cl:55])=[CH:53][CH:54]=1)[C:57]([O:59][CH2:60][CH3:61])=[O:58])([CH3:4])([CH3:3])[CH3:2], predict the reactants needed to synthesize it. The reactants are: [C:1](O[C@@H](C1C(C)=CC2C(=CC=C(OS(C(F)(F)F)(=O)=O)C=2)C=1C1C=CC(Cl)=CC=1)C(OCC)=O)([CH3:4])([CH3:3])[CH3:2].[Cl:38][C:39]1[CH:48]=[C:47]2[C:42]([CH:43]=[C:44]([CH3:63])[C:45]([CH:56]([OH:62])[C:57]([O:59][CH2:60][CH3:61])=[O:58])=[C:46]2[C:49]2[CH:54]=[CH:53][C:52]([Cl:55])=[CH:51][CH:50]=2)=[CH:41][CH:40]=1.